This data is from Forward reaction prediction with 1.9M reactions from USPTO patents (1976-2016). The task is: Predict the product of the given reaction. (1) Given the reactants [OH-].[Na+].C([O:5][C:6]([C:8]1[CH:12]=[C:11]([CH3:13])[NH:10][N:9]=1)=[O:7])C.Cl, predict the reaction product. The product is: [CH3:13][C:11]1[NH:10][N:9]=[C:8]([C:6]([OH:7])=[O:5])[CH:12]=1. (2) The product is: [F:1][C:2]1[CH:7]=[CH:6][C:5]([C:8]2[O:9][C:10]3[CH:20]=[C:19]([N:21]([CH2:26][CH:27]4[CH2:28][CH2:29][NH:30][CH2:31][CH2:32]4)[S:22]([CH3:25])(=[O:24])=[O:23])[C:18]([C:40]4[CH:45]=[CH:44][CH:43]=[C:42]([C:46]5[O:47][C:48]6[C:49]([N:54]=5)=[N:50][CH:51]=[CH:52][CH:53]=6)[CH:41]=4)=[CH:17][C:11]=3[C:12]=2[C:13]([NH:14][CH3:15])=[O:16])=[CH:4][CH:3]=1. Given the reactants [F:1][C:2]1[CH:7]=[CH:6][C:5]([C:8]2[O:9][C:10]3[CH:20]=[C:19]([N:21]([CH2:26][CH:27]4[CH2:32][CH2:31][N:30](C(OC(C)(C)C)=O)[CH2:29][CH2:28]4)[S:22]([CH3:25])(=[O:24])=[O:23])[C:18]([C:40]4[CH:45]=[CH:44][CH:43]=[C:42]([C:46]5[O:47][C:48]6[C:49]([N:54]=5)=[N:50][CH:51]=[CH:52][CH:53]=6)[CH:41]=4)=[CH:17][C:11]=3[C:12]=2[C:13](=[O:16])[NH:14][CH3:15])=[CH:4][CH:3]=1.C(O)(C(F)(F)F)=O, predict the reaction product. (3) The product is: [CH3:1][C:2]1[CH:3]=[C:4]([CH:21]=[CH:22][C:23]=1[CH3:24])[C:5]([C:7]1[C:16](=[O:17])[C:15]2[C:10](=[CH:11][CH:12]=[CH:13][CH:14]=2)[N:9]([CH2:18][C:19]2[N:25]=[N:26][NH:27][CH:20]=2)[CH:8]=1)=[O:6]. Given the reactants [CH3:1][C:2]1[CH:3]=[C:4]([CH:21]=[CH:22][C:23]=1[CH3:24])[C:5]([C:7]1[C:16](=[O:17])[C:15]2[C:10](=[CH:11][CH:12]=[CH:13][CH:14]=2)[N:9]([CH2:18][C:19]#[CH:20])[CH:8]=1)=[O:6].[N:25](COC(=O)NC(C)(C)C)=[N+:26]=[N-:27].[OH-].[Na+], predict the reaction product. (4) Given the reactants [CH3:1][O:2][C:3]1[CH:12]=[C:11]2[C:6]([CH2:7][CH2:8][CH:9]([C:13]([O:15]C)=[O:14])[CH2:10]2)=[CH:5][CH:4]=1.[OH-].[Na+], predict the reaction product. The product is: [CH3:1][O:2][C:3]1[CH:12]=[C:11]2[C:6]([CH2:7][CH2:8][CH:9]([C:13]([OH:15])=[O:14])[CH2:10]2)=[CH:5][CH:4]=1. (5) The product is: [C:28]1([NH:34][C:35](=[O:36])[N:21]([CH3:22])[CH2:20][CH2:19][CH2:18][O:17][C:5]2[CH:6]=[CH:7][C:8]3[C:9]([C:13]([F:16])([F:15])[F:14])=[N:10][O:11][C:12]=3[C:4]=2[CH2:1][CH2:2][CH3:3])[CH:33]=[CH:32][CH:31]=[CH:30][CH:29]=1. Given the reactants [CH2:1]([C:4]1[C:12]2[O:11][N:10]=[C:9]([C:13]([F:16])([F:15])[F:14])[C:8]=2[CH:7]=[CH:6][C:5]=1[O:17][CH2:18][CH2:19][CH:20](OCCCBr)[NH:21][CH3:22])[CH2:2][CH3:3].[C:28]1([N:34]=[C:35]=[O:36])[CH:33]=[CH:32][CH:31]=[CH:30][CH:29]=1, predict the reaction product.